This data is from Full USPTO retrosynthesis dataset with 1.9M reactions from patents (1976-2016). The task is: Predict the reactants needed to synthesize the given product. (1) The reactants are: [NH:1]1[CH2:6][CH2:5][O:4][CH2:3][CH2:2]1.CC(C)=O.[Br:11][CH2:12][CH2:13]Br. Given the product [Br:11][CH2:12][CH2:13][N:1]1[CH2:6][CH2:5][O:4][CH2:3][CH2:2]1, predict the reactants needed to synthesize it. (2) Given the product [CH2:34]([O:33][C:32]1[CH:31]=[CH:30][C:29]([C:37]2[O:41][N:40]=[C:39]([C:42]3[CH:47]=[CH:46][C:45]([OH:48])=[C:44]([I:52])[CH:43]=3)[N:38]=2)=[CH:28][C:27]=1[O:21][CH3:20])[CH2:35][CH3:36], predict the reactants needed to synthesize it. The reactants are: C(C1C=CC(NC(=O)NCC[C:20](OCC)=[O:21])=CC=1)CCCCCCC.Cl[C:27]1[CH:28]=[C:29]([C:37]2[O:41][N:40]=[C:39]([C:42]3[CH:47]=[CH:46][C:45]([O:48]C(C)C)=[C:44]([I:52])[CH:43]=3)[N:38]=2)[CH:30]=[CH:31][C:32]=1[O:33][CH2:34][CH2:35][CH3:36]. (3) Given the product [N:19]1([S:24]([N:8]2[CH2:9][CH2:10][C:5]3([O:4][CH2:3][CH2:2][O:1]3)[CH2:6][CH2:7]2)(=[O:26])=[O:25])[CH:23]=[CH:22][N:21]=[CH:20]1, predict the reactants needed to synthesize it. The reactants are: [O:1]1[C:5]2([CH2:10][CH2:9][NH:8][CH2:7][CH2:6]2)[O:4][CH2:3][CH2:2]1.FC(F)(F)S([O-])(=O)=O.[N:19]1([S:24](N2C=C[NH+](C)C2)(=[O:26])=[O:25])[CH:23]=[CH:22][N:21]=[CH:20]1.